This data is from Peptide-MHC class II binding affinity with 134,281 pairs from IEDB. The task is: Regression. Given a peptide amino acid sequence and an MHC pseudo amino acid sequence, predict their binding affinity value. This is MHC class II binding data. (1) The peptide sequence is GVFHELPSLCRVNNS. The MHC is DRB1_1101 with pseudo-sequence DRB1_1101. The binding affinity (normalized) is 0.847. (2) The peptide sequence is YWKFLANVSTVLTGK. The MHC is DRB1_0101 with pseudo-sequence DRB1_0101. The binding affinity (normalized) is 1.000.